This data is from Peptide-MHC class II binding affinity with 134,281 pairs from IEDB. The task is: Regression. Given a peptide amino acid sequence and an MHC pseudo amino acid sequence, predict their binding affinity value. This is MHC class II binding data. (1) The peptide sequence is PSSASPWSWPDLDLK. The MHC is DRB3_0202 with pseudo-sequence DRB3_0202. The binding affinity (normalized) is 0. (2) The peptide sequence is LLQGILQIDDTAADV. The MHC is DRB1_0401 with pseudo-sequence DRB1_0401. The binding affinity (normalized) is 0.175. (3) The peptide sequence is GGLVQPGGSLRLSCA. The MHC is DRB1_0802 with pseudo-sequence DRB1_0802. The binding affinity (normalized) is 0.0614. (4) The peptide sequence is IVPPADKYRTFVATF. The MHC is HLA-DPA10103-DPB10301 with pseudo-sequence HLA-DPA10103-DPB10301. The binding affinity (normalized) is 0.156. (5) The peptide sequence is YEGQRVVFIQPSPVRD. The MHC is HLA-DQA10102-DQB10602 with pseudo-sequence HLA-DQA10102-DQB10602. The binding affinity (normalized) is 0.642. (6) The peptide sequence is HGITDVRPLYSRRLPKGVKH. The MHC is DRB1_1501 with pseudo-sequence DRB1_1501. The binding affinity (normalized) is 0.409. (7) The peptide sequence is SLTKMILVLILAHPS. The MHC is DRB1_0101 with pseudo-sequence DRB1_0101. The binding affinity (normalized) is 0.857.